Dataset: Catalyst prediction with 721,799 reactions and 888 catalyst types from USPTO. Task: Predict which catalyst facilitates the given reaction. (1) The catalyst class is: 545. Reactant: Br[CH2:2][CH2:3][O:4][C:5]1[CH:6]=[C:7]([CH:24]=[CH:25][C:26]=1[CH2:27][S:28]([CH3:31])(=[O:30])=[O:29])[C:8]([NH:10][C:11]1[CH:16]=[CH:15][C:14]([Cl:17])=[C:13]([C:18]2[CH:23]=[CH:22][CH:21]=[CH:20][N:19]=2)[CH:12]=1)=[O:9].C(N(CC)CC)C.[NH:39]1[CH2:44][CH2:43][CH2:42][CH2:41][CH2:40]1.C(N(C(C)C)C(C)C)C. Product: [Cl:17][C:14]1[CH:15]=[CH:16][C:11]([NH:10][C:8](=[O:9])[C:7]2[CH:24]=[CH:25][C:26]([CH2:27][S:28]([CH3:31])(=[O:30])=[O:29])=[C:5]([O:4][CH2:3][CH2:2][N:39]3[CH2:44][CH2:43][CH2:42][CH2:41][CH2:40]3)[CH:6]=2)=[CH:12][C:13]=1[C:18]1[CH:23]=[CH:22][CH:21]=[CH:20][N:19]=1. (2) Reactant: F[C:2]1[CH:7]=[C:6]([CH2:8][O:9][CH2:10][C:11]2[N:20]=[CH:19][CH:18]=[C:17]3[C:12]=2[CH:13]=[C:14]([C:39]2[CH:44]=[CH:43][CH:42]=[CH:41][CH:40]=2)[C:15]([C:21]2[CH:26]=[CH:25][C:24]([C:27]4([NH:31]C(=O)OC(C)(C)C)[CH2:30][CH2:29][CH2:28]4)=[CH:23][CH:22]=2)=[N:16]3)[CH:5]=[CH:4][N:3]=1.[CH3:45][O-:46].[Na+]. Product: [CH3:45][O:46][C:2]1[CH:7]=[C:6]([CH2:8][O:9][CH2:10][C:11]2[N:20]=[CH:19][CH:18]=[C:17]3[C:12]=2[CH:13]=[C:14]([C:39]2[CH:40]=[CH:41][CH:42]=[CH:43][CH:44]=2)[C:15]([C:21]2[CH:22]=[CH:23][C:24]([C:27]4([NH2:31])[CH2:28][CH2:29][CH2:30]4)=[CH:25][CH:26]=2)=[N:16]3)[CH:5]=[CH:4][N:3]=1. The catalyst class is: 191. (3) Reactant: C[N+]1(C2N=C(OC)N=C(OC)N=2)CCOCC1.[Cl-].[Cl:19][C:20]1[CH:21]=[C:22]2[CH:28]=[C:27]([C:29]([NH:31][CH:32]3[CH2:41][C:40]4[C:35](=[CH:36][CH:37]=[CH:38][CH:39]=4)[N:34]([CH2:42][C:43]([OH:45])=O)[C:33]3=[O:46])=[O:30])[NH:26][C:23]2=[CH:24][N:25]=1.Cl.[OH:48][CH:49]1[CH2:54][CH2:53][NH:52][CH2:51][CH2:50]1.CN1CCOCC1. Product: [OH:48][CH:49]1[CH2:54][CH2:53][N:52]([C:43](=[O:45])[CH2:42][N:34]2[C:35]3[C:40](=[CH:39][CH:38]=[CH:37][CH:36]=3)[CH2:41][CH:32]([NH:31][C:29]([C:27]3[NH:26][C:23]4=[CH:24][N:25]=[C:20]([Cl:19])[CH:21]=[C:22]4[CH:28]=3)=[O:30])[C:33]2=[O:46])[CH2:51][CH2:50]1. The catalyst class is: 8. (4) Reactant: [CH3:1][O:2][C:3]1[CH:4]=[C:5]2[C:13](=[CH:14][CH:15]=1)[NH:12][C:11]1[C:10]3[CH:16]=[CH:17][CH:18]=[CH:19][C:9]=3[S:8][CH2:7][C:6]2=1.[O:20](C(C)(C)C)[K].O=O. Product: [CH3:1][O:2][C:3]1[CH:4]=[C:5]2[C:13](=[CH:14][CH:15]=1)[NH:12][C:11]1[C:10]3[CH:16]=[CH:17][CH:18]=[CH:19][C:9]=3[S:8](=[O:20])[CH2:7][C:6]2=1. The catalyst class is: 3. (5) Reactant: Cl[C:2]1[CH:7]=[C:6]([Cl:8])[N:5]=[C:4]([NH2:9])[N:3]=1.[CH:10]1([NH2:14])[CH2:13][CH2:12][CH2:11]1.CCN(C(C)C)C(C)C. Product: [Cl:8][C:6]1[N:5]=[C:4]([NH2:9])[N:3]=[C:2]([NH:14][CH:10]2[CH2:13][CH2:12][CH2:11]2)[CH:7]=1. The catalyst class is: 114.